Predict which catalyst facilitates the given reaction. From a dataset of Catalyst prediction with 721,799 reactions and 888 catalyst types from USPTO. (1) Reactant: [O:1]1[CH2:5][CH2:4][C@@H:3]([OH:6])[CH2:2]1.[CH3:7][C:8]1[CH:13]=[CH:12][C:11]([S:14](Cl)(=[O:16])=[O:15])=[CH:10][CH:9]=1. Product: [CH3:7][C:8]1[CH:13]=[CH:12][C:11]([S:14]([O:6][C@@H:3]2[CH2:4][CH2:5][O:1][CH2:2]2)(=[O:16])=[O:15])=[CH:10][CH:9]=1. The catalyst class is: 17. (2) Reactant: [CH3:1][C:2]1N=[C:6]([CH2:8][OH:9])[CH:5]=[CH:4][CH:3]=1.[OH-:10].[Na+].Cl[C:13]1[N:18]=[C:17]([NH:19][C:20]2[CH:25]=[CH:24][C:23]([O:26][CH3:27])=[C:22]([Cl:28])[CH:21]=2)[N:16]=[C:15]([NH:29][CH:30]2[CH2:36][CH2:35][CH2:34][CH2:33][CH2:32][CH2:31]2)[N:14]=1. Product: [Cl:28][C:22]1[CH:21]=[C:20]([NH:19][C:17]2[N:16]=[C:15]([NH:29][CH:30]3[CH2:36][CH2:35][CH2:34][CH2:33][CH2:32][CH2:31]3)[N:14]=[C:13]([O:9][CH2:8][CH:6]3[CH:5]=[CH:4][CH:3]=[C:2]([CH3:1])[O:10]3)[N:18]=2)[CH:25]=[CH:24][C:23]=1[O:26][CH3:27]. The catalyst class is: 48. (3) Reactant: Cl.[C:2]1([CH:8]2[CH2:13][CH2:12][NH:11][CH2:10][CH2:9]2)[CH:7]=[CH:6][CH:5]=[CH:4][CH:3]=1.[CH:14]([C:16]1[CH:31]=[CH:30][C:19]([O:20][C:21]2[CH:29]=[CH:28][C:24]([C:25]([NH2:27])=[O:26])=[CH:23][N:22]=2)=[CH:18][CH:17]=1)=O.C(O[BH-](OC(=O)C)OC(=O)C)(=O)C.[Na+].C(O)(=O)C. Product: [C:2]1([CH:8]2[CH2:9][CH2:10][N:11]([CH2:14][C:16]3[CH:31]=[CH:30][C:19]([O:20][C:21]4[CH:29]=[CH:28][C:24]([C:25]([NH2:27])=[O:26])=[CH:23][N:22]=4)=[CH:18][CH:17]=3)[CH2:12][CH2:13]2)[CH:7]=[CH:6][CH:5]=[CH:4][CH:3]=1. The catalyst class is: 26.